From a dataset of NCI-60 drug combinations with 297,098 pairs across 59 cell lines. Regression. Given two drug SMILES strings and cell line genomic features, predict the synergy score measuring deviation from expected non-interaction effect. (1) Drug 1: CC1=CC=C(C=C1)C2=CC(=NN2C3=CC=C(C=C3)S(=O)(=O)N)C(F)(F)F. Drug 2: C1=NNC2=C1C(=O)NC=N2. Cell line: SK-MEL-5. Synergy scores: CSS=1.75, Synergy_ZIP=-0.372, Synergy_Bliss=-0.823, Synergy_Loewe=-1.74, Synergy_HSA=-2.81. (2) Drug 1: CC1CCC2CC(C(=CC=CC=CC(CC(C(=O)C(C(C(=CC(C(=O)CC(OC(=O)C3CCCCN3C(=O)C(=O)C1(O2)O)C(C)CC4CCC(C(C4)OC)OCCO)C)C)O)OC)C)C)C)OC. Drug 2: CC12CCC3C(C1CCC2O)C(CC4=C3C=CC(=C4)O)CCCCCCCCCS(=O)CCCC(C(F)(F)F)(F)F. Cell line: NCI-H226. Synergy scores: CSS=-7.99, Synergy_ZIP=0.556, Synergy_Bliss=-7.26, Synergy_Loewe=-8.11, Synergy_HSA=-8.29. (3) Drug 1: CCC1(CC2CC(C3=C(CCN(C2)C1)C4=CC=CC=C4N3)(C5=C(C=C6C(=C5)C78CCN9C7C(C=CC9)(C(C(C8N6C)(C(=O)OC)O)OC(=O)C)CC)OC)C(=O)OC)O.OS(=O)(=O)O. Drug 2: C1=NC2=C(N1)C(=S)N=CN2. Cell line: A498. Synergy scores: CSS=11.3, Synergy_ZIP=-5.08, Synergy_Bliss=-1.44, Synergy_Loewe=-1.83, Synergy_HSA=-1.31. (4) Drug 1: C1CCN(CC1)CCOC2=CC=C(C=C2)C(=O)C3=C(SC4=C3C=CC(=C4)O)C5=CC=C(C=C5)O. Drug 2: CN(C)C1=NC(=NC(=N1)N(C)C)N(C)C. Cell line: LOX IMVI. Synergy scores: CSS=5.71, Synergy_ZIP=-1.92, Synergy_Bliss=-1.42, Synergy_Loewe=-1.20, Synergy_HSA=1.19.